This data is from Forward reaction prediction with 1.9M reactions from USPTO patents (1976-2016). The task is: Predict the product of the given reaction. (1) Given the reactants OC(C(F)(F)F)=O.[NH2:8][C@@H:9]([CH2:40][O:41][CH2:42][C:43]1[CH:48]=[CH:47][CH:46]=[CH:45][CH:44]=1)[C:10]([NH:12][C@@H:13]([CH2:31][C:32]1[CH:37]=[CH:36][C:35]([O:38][CH3:39])=[CH:34][CH:33]=1)[C:14]([NH:16][C@@H:17]([CH2:24][C:25]1[CH:30]=[CH:29][CH:28]=[CH:27][CH:26]=1)[C:18]([C@@:20]1([CH3:23])[CH2:22][O:21]1)=[O:19])=[O:15])=[O:11].[O:49]1[CH2:54][CH2:53][N:52]([CH2:55][C:56](O)=[O:57])[CH2:51][CH2:50]1.CN(C(ON1N=NC2C=CC=NC1=2)=[N+](C)C)C.F[P-](F)(F)(F)(F)F.CCN(C(C)C)C(C)C, predict the reaction product. The product is: [CH2:42]([O:41][CH2:40][C@H:9]([NH:8][C:56](=[O:57])[CH2:55][N:52]1[CH2:53][CH2:54][O:49][CH2:50][CH2:51]1)[C:10]([NH:12][C@@H:13]([CH2:31][C:32]1[CH:37]=[CH:36][C:35]([O:38][CH3:39])=[CH:34][CH:33]=1)[C:14]([NH:16][C@@H:17]([CH2:24][C:25]1[CH:30]=[CH:29][CH:28]=[CH:27][CH:26]=1)[C:18]([C@@:20]1([CH3:23])[CH2:22][O:21]1)=[O:19])=[O:15])=[O:11])[C:43]1[CH:48]=[CH:47][CH:46]=[CH:45][CH:44]=1. (2) Given the reactants [C:1]1([B:7]([C:9]2[CH:14]=[CH:13][CH:12]=[CH:11][C:10]=2[O:15][C:16]2[CH:21]=[CH:20][CH:19]=[CH:18][C:17]=2[B:22]([C:24]2[CH:29]=[CH:28][CH:27]=[CH:26][CH:25]=2)[OH:23])[OH:8])[CH:6]=[CH:5][CH:4]=[CH:3][CH:2]=1.[NH2:30][CH:31]([CH2:34][C:35]1[CH:40]=[CH:39][CH:38]=[CH:37][CH:36]=1)[CH2:32]O, predict the reaction product. The product is: [C:1]1([B:7]([C:9]2[CH:14]=[CH:13][CH:12]=[CH:11][C:10]=2[O:15][C:16]2[CH:21]=[CH:20][CH:19]=[CH:18][C:17]=2[B:22]([C:24]2[CH:25]=[CH:26][CH:27]=[CH:28][CH:29]=2)[O:23][CH2:32][CH:31]([CH2:34][C:35]2[CH:40]=[CH:39][CH:38]=[CH:37][CH:36]=2)[NH2:30])[O:8][CH2:32][CH:31]([CH2:34][C:35]2[CH:40]=[CH:39][CH:38]=[CH:37][CH:36]=2)[NH2:30])[CH:2]=[CH:3][CH:4]=[CH:5][CH:6]=1. (3) Given the reactants Cl.Cl.[CH3:3][NH:4][C:5]1=[N:6][C:7](=[O:17])[S:8]/[C:9]/1=[CH:10]\[CH:11]1[CH2:16][CH2:15][NH:14][CH2:13][CH2:12]1.C(=O)([O-])[O-].[Cs+].[Cs+].F[C:25]1[CH:32]=[CH:31][C:28]([C:29]#[N:30])=[CH:27][C:26]=1[C:33]([F:36])([F:35])[F:34].O, predict the reaction product. The product is: [CH3:3][NH:4][C:5]1=[N:6][C:7](=[O:17])[S:8]/[C:9]/1=[CH:10]\[CH:11]1[CH2:16][CH2:15][N:14]([C:25]2[CH:32]=[CH:31][C:28]([C:29]#[N:30])=[CH:27][C:26]=2[C:33]([F:34])([F:36])[F:35])[CH2:13][CH2:12]1. (4) The product is: [CH3:6][O:7][C:8]1[CH:9]=[C:10]2[CH2:19][CH:18]([CH2:20][CH:21]3[CH2:22][CH2:23][N:24]([CH2:27][C:28]4[CH:33]=[CH:32][CH:31]=[CH:30][CH:29]=4)[CH2:25][CH2:26]3)[C:16](=[O:17])[C:11]2=[CH:12][C:13]=1[O:14][CH3:15].[S:1]([O-:5])([O-:4])(=[O:3])=[O:2]. Given the reactants [S:1](=[O:5])(=[O:4])([OH:3])[OH:2].[CH3:6][O:7][C:8]1[CH:9]=[C:10]2[CH2:19][CH:18]([CH2:20][CH:21]3[CH2:26][CH2:25][N:24]([CH2:27][C:28]4[CH:29]=[CH:30][CH:31]=[CH:32][CH:33]=4)[CH2:23][CH2:22]3)[C:16](=[O:17])[C:11]2=[CH:12][C:13]=1[O:14][CH3:15], predict the reaction product.